From a dataset of Reaction yield outcomes from USPTO patents with 853,638 reactions. Predict the reaction yield, written as a fraction of the theoretical maximum amount of product (1.0 means a 100% yield; for example, 0.34 means a 34% yield). (1) The reactants are [N:1]1([C:18]([O:20]C(C)(C)C)=O)[CH2:17][CH2:16][CH2:15][C@H:2]1[C:3]([NH:5][CH2:6][CH2:7][CH2:8][C:9]1[CH:14]=[CH:13][CH:12]=[CH:11][CH:10]=1)=[O:4].C(O)(C(F)(F)F)=O.[NH:32]([C:51]([O:53][C:54]([CH3:57])([CH3:56])[CH3:55])=[O:52])[C@H:33](C(O)=O)[CH2:34][CH2:35][CH2:36][NH:37][C:38]([O:40][CH2:41][C:42]1[CH:47]=[CH:46][CH:45]=[CH:44][CH:43]=1)=[O:39].F[P-](F)(F)(F)(F)F.N1(O[P+](N(C)C)(N(C)C)N(C)C)C2C=CC=CC=2N=N1.CCN(C(C)C)C(C)C. The catalyst is C(Cl)Cl. The product is [NH:32]([C:51]([O:53][C:54]([CH3:57])([CH3:56])[CH3:55])=[O:52])[C@H:33]([C:18]([N:1]1[CH2:17][CH2:16][CH2:15][C@H:2]1[C:3]([NH:5][CH2:6][CH2:7][CH2:8][C:9]1[CH:10]=[CH:11][CH:12]=[CH:13][CH:14]=1)=[O:4])=[O:20])[CH2:34][CH2:35][CH2:36][NH:37][C:38]([O:40][CH2:41][C:42]1[CH:47]=[CH:46][CH:45]=[CH:44][CH:43]=1)=[O:39]. The yield is 0.770. (2) The reactants are [CH3:1][O:2][C:3]1[CH:4]=[C:5]2[C:10](=[CH:11][C:12]=1[O:13][CH3:14])[N:9]=[CH:8][N:7]=[C:6]2[S:15][C:16]1[CH:17]=[C:18]([CH:20]=[CH:21][CH:22]=1)[NH2:19].[C:23]([C:25]([C:28]1[CH:29]=[C:30]([NH:34][C:35](=O)[O:36]C2C=CC=CC=2)[CH:31]=[CH:32][CH:33]=1)([CH3:27])[CH3:26])#[N:24]. The catalyst is C1COCC1.CN(C1C=CN=CC=1)C. The product is [C:23]([C:25]([C:28]1[CH:29]=[C:30]([NH:34][C:35]([NH:19][C:18]2[CH:20]=[CH:21][CH:22]=[C:16]([S:15][C:6]3[C:5]4[C:10](=[CH:11][C:12]([O:13][CH3:14])=[C:3]([O:2][CH3:1])[CH:4]=4)[N:9]=[CH:8][N:7]=3)[CH:17]=2)=[O:36])[CH:31]=[CH:32][CH:33]=1)([CH3:27])[CH3:26])#[N:24]. The yield is 0.430.